This data is from Full USPTO retrosynthesis dataset with 1.9M reactions from patents (1976-2016). The task is: Predict the reactants needed to synthesize the given product. (1) Given the product [CH3:1][O:2][C:3](=[O:16])[C:4]1[CH:12]=[C:11]([N+:13]([O-:15])=[O:14])[CH:10]=[C:6]([C:7]([Cl:17])=[O:8])[CH:5]=1, predict the reactants needed to synthesize it. The reactants are: [CH3:1][O:2][C:3](=[O:16])[C:4]1[CH:12]=[C:11]([N+:13]([O-:15])=[O:14])[CH:10]=[C:6]([C:7](O)=[O:8])[CH:5]=1.[Cl:17]C(Cl)C.O=S(Cl)Cl. (2) Given the product [CH2:1]([N:8]1[CH2:13][CH2:12][C:78]([CH2:76][OH:77])([OH:36])[CH2:10][CH2:9]1)[C:2]1[CH:7]=[CH:6][CH:5]=[CH:4][CH:3]=1, predict the reactants needed to synthesize it. The reactants are: [CH2:1]([N:8]1[CH2:13][CH2:12]C(=C)[CH2:10][CH2:9]1)[C:2]1[CH:7]=[CH:6][CH:5]=[CH:4][CH:3]=1.CC[C@H]1[C@H]2C[C@H]([C@H](OC3C4C(=CC=CC=4)C(O[C@H](C4C=CN=C5C=4C=C(OC)C=C5)[C@@H]4N5C[C@H](CC)[C@@H](CC5)C4)=NN=3)C3C=CN=C4C=3C=C([O:36]C)C=C4)N(CC2)C1.CCO[C:76]([CH3:78])=[O:77].CO.N. (3) Given the product [Br:12][C:4]1[C:3]([Cl:13])=[C:2]([NH:15][C:14](=[O:21])[O:16][C:17]([CH3:20])([CH3:19])[CH3:18])[CH:7]=[C:6]([O:8][CH:9]([F:11])[F:10])[CH:5]=1, predict the reactants needed to synthesize it. The reactants are: Br[C:2]1[CH:7]=[C:6]([O:8][CH:9]([F:11])[F:10])[CH:5]=[C:4]([Br:12])[C:3]=1[Cl:13].[C:14](=[O:21])([O:16][C:17]([CH3:20])([CH3:19])[CH3:18])[NH2:15].CC1(C)C2C(=C(P(C3C=CC=CC=3)C3C=CC=CC=3)C=CC=2)OC2C(P(C3C=CC=CC=3)C3C=CC=CC=3)=CC=CC1=2.C(=O)([O-])[O-].[Cs+].[Cs+]. (4) Given the product [Cl:1][C:2]1[CH:3]=[CH:4][C:5]([O:33][CH3:34])=[C:6]([C:8]2[C:12]([NH:13][C:14]([C:16]3[CH:17]=[N:18][N:19]4[CH:24]=[CH:23][CH:22]=[N:21][C:20]=34)=[O:15])=[CH:11][N:10]([C:25]([CH3:31])([CH3:32])[C:26]([OH:28])=[O:27])[N:9]=2)[CH:7]=1, predict the reactants needed to synthesize it. The reactants are: [Cl:1][C:2]1[CH:3]=[CH:4][C:5]([O:33][CH3:34])=[C:6]([C:8]2[C:12]([NH:13][C:14]([C:16]3[CH:17]=[N:18][N:19]4[CH:24]=[CH:23][CH:22]=[N:21][C:20]=34)=[O:15])=[CH:11][N:10]([C:25]([CH3:32])([CH3:31])[C:26]([O:28]CC)=[O:27])[N:9]=2)[CH:7]=1.[OH-].[Na+]. (5) Given the product [Br:23][C:15]1[CH:14]=[C:13]([CH:18]=[C:17]([C:19]([F:22])([F:21])[F:20])[CH:16]=1)[CH:27]=[O:28], predict the reactants needed to synthesize it. The reactants are: C([Li])CCC.C([Mg]Cl)CCC.Br[C:13]1[CH:18]=[C:17]([C:19]([F:22])([F:21])[F:20])[CH:16]=[C:15]([Br:23])[CH:14]=1.CN([CH:27]=[O:28])C.[Cl-].[NH4+]. (6) The reactants are: [CH:1]1([C:4]2[N:8]=[C:7]([C:9]3C4CCCCC=4S[C:13]=3[NH:14]C(N3CCC[C@@H]3C(O)=O)=O)[O:6][N:5]=2)[CH2:3][CH2:2]1.[CH3:29][C:30]1([CH3:37])[CH2:35][C:34](=O)[CH2:33][CH2:32][O:31]1.C1(C2N=C(CC#N)ON=2)CC1. Given the product [CH:1]1([C:4]2[N:8]=[C:7]([C:9](=[C:35]3[CH2:34][CH2:33][CH2:32][O:31][C:30]3([CH3:37])[CH3:29])[C:13]#[N:14])[O:6][N:5]=2)[CH2:3][CH2:2]1, predict the reactants needed to synthesize it.